This data is from Forward reaction prediction with 1.9M reactions from USPTO patents (1976-2016). The task is: Predict the product of the given reaction. (1) Given the reactants [O:1]=[C:2]1[CH2:7][CH2:6][N:5]([C:8]([O:10][C:11]([CH3:14])([CH3:13])[CH3:12])=[O:9])[CH2:4][CH:3]1[C:15]([O:17][CH2:18][CH3:19])=[O:16].C(N(C(C)C)CC)(C)C.[F:29][C:30]([F:43])([F:42])[S:31](O[S:31]([C:30]([F:43])([F:42])[F:29])(=[O:33])=[O:32])(=[O:33])=[O:32].C(=O)([O-])O.[Na+], predict the reaction product. The product is: [F:29][C:30]([F:43])([F:42])[S:31]([O:1][C:2]1[CH2:7][CH2:6][N:5]([C:8]([O:10][C:11]([CH3:12])([CH3:13])[CH3:14])=[O:9])[CH2:4][C:3]=1[C:15]([O:17][CH2:18][CH3:19])=[O:16])(=[O:33])=[O:32]. (2) Given the reactants [C:1]([O:5][C:6]([N:8]1[CH2:13][CH2:12][NH:11][CH2:10][CH2:9]1)=[O:7])([CH3:4])([CH3:3])[CH3:2].[H-].[Na+].Br[CH:17]1[CH2:21][CH2:20][CH2:19][CH2:18]1, predict the reaction product. The product is: [C:1]([O:5][C:6]([N:8]1[CH2:13][CH2:12][N:11]([CH:17]2[CH2:21][CH2:20][CH2:19][CH2:18]2)[CH2:10][CH2:9]1)=[O:7])([CH3:4])([CH3:2])[CH3:3]. (3) Given the reactants [CH3:1][C:2]1[N:3]=[C:4]2[CH:12]=[CH:11][CH:10]=[C:9]3[N:5]2[C:6]=1[C:7](=[O:21])[N:8]3[CH2:13][CH2:14][CH2:15][NH:16][S:17]([CH3:20])(=[O:19])=[O:18].[ClH:22], predict the reaction product. The product is: [ClH:22].[CH3:1][C:2]1[N:3]=[C:4]2[CH:12]=[CH:11][CH:10]=[C:9]3[N:5]2[C:6]=1[C:7](=[O:21])[N:8]3[CH2:13][CH2:14][CH2:15][NH:16][S:17]([CH3:20])(=[O:19])=[O:18].